This data is from Reaction yield outcomes from USPTO patents with 853,638 reactions. The task is: Predict the reaction yield, written as a fraction of the theoretical maximum amount of product (1.0 means a 100% yield; for example, 0.34 means a 34% yield). The reactants are [N+:1]([C:4]1[CH:5]=[C:6]([CH:17]=[CH:18][C:19]([OH:21])=[O:20])[CH:7]=[CH:8][C:9]=1[S:10][C:11]1[CH:16]=[CH:15][CH:14]=[CH:13][N:12]=1)([O-:3])=[O:2].Cl.N[CH2:24][CH2:25][CH2:26][C:27]([O:29]C)=[O:28].CC[N:33]=C=NCCCN(C)C.Cl. The catalyst is N1C=CC=CC=1. The product is [N+:1]([C:4]1[CH:5]=[C:6]([CH:17]=[CH:18][C:19]([OH:21])=[O:20])[CH:7]=[CH:8][C:9]=1[S:10][C:11]1[CH:16]=[CH:15][CH:14]=[CH:13][N:12]=1)([O-:3])=[O:2].[NH2:33][CH:26]([CH2:25][CH3:24])[C:27]([OH:29])=[O:28]. The yield is 0.900.